From a dataset of Peptide-MHC class I binding affinity with 185,985 pairs from IEDB/IMGT. Regression. Given a peptide amino acid sequence and an MHC pseudo amino acid sequence, predict their binding affinity value. This is MHC class I binding data. (1) The peptide sequence is DTCLLAISA. The MHC is HLA-A02:06 with pseudo-sequence HLA-A02:06. The binding affinity (normalized) is 0.0634. (2) The peptide sequence is RLADEGLNRR. The MHC is Patr-A0301 with pseudo-sequence Patr-A0301. The binding affinity (normalized) is 0. (3) The peptide sequence is AMGRGGTEV. The MHC is HLA-A02:01 with pseudo-sequence HLA-A02:01. The binding affinity (normalized) is 0.587. (4) The peptide sequence is SYREAACCHL. The MHC is HLA-A30:02 with pseudo-sequence HLA-A30:02. The binding affinity (normalized) is 0.181. (5) The peptide sequence is GTITGGVCYY. The MHC is HLA-B44:02 with pseudo-sequence HLA-B44:02. The binding affinity (normalized) is 0. (6) The peptide sequence is KQINPPTVY. The MHC is HLA-A01:01 with pseudo-sequence HLA-A01:01. The binding affinity (normalized) is 0.0847.